Dataset: Catalyst prediction with 721,799 reactions and 888 catalyst types from USPTO. Task: Predict which catalyst facilitates the given reaction. (1) Product: [Cl:8][C:5]1[C:4]([NH:9][S:10]([C:13]2[CH:18]=[CH:17][CH:16]=[CH:15][CH:14]=2)(=[O:12])=[O:11])=[CH:3][C:2]([C:43]2[CH:44]=[C:45]3[C:50](=[CH:51][CH:52]=2)[N:49]=[CH:48][N:47]=[CH:46]3)=[CH:7][N:6]=1. The catalyst class is: 368. Reactant: Br[C:2]1[CH:3]=[C:4]([NH:9][S:10]([C:13]2[CH:18]=[CH:17][CH:16]=[CH:15][CH:14]=2)(=[O:12])=[O:11])[C:5]([Cl:8])=[N:6][CH:7]=1.B1(B2OC(C)(C)C(C)(C)O2)OC(C)(C)C(C)(C)O1.C([O-])(=O)C.[K+].Br[C:43]1[CH:44]=[C:45]2[C:50](=[CH:51][CH:52]=1)[N:49]=[CH:48][N:47]=[CH:46]2.C(=O)([O-])[O-].[Na+].[Na+]. (2) Reactant: [CH3:1][O:2][C:3]1[CH:4]=[C:5]2[C:9](=[CH:10][CH:11]=1)[N:8]([CH3:12])[CH:7]=[C:6]2[C:13]1[N:26](COCC[Si](C)(C)C)[C:16]2=[N:17][CH:18]=[C:19]([CH2:21][NH:22][C:23](=[O:25])[CH3:24])[N:20]=[C:15]2[CH:14]=1.C(N)CN.CCCC[N+](CCCC)(CCCC)CCCC.[F-].CCOC(C)=O. Product: [CH3:1][O:2][C:3]1[CH:4]=[C:5]2[C:9](=[CH:10][CH:11]=1)[N:8]([CH3:12])[CH:7]=[C:6]2[C:13]1[NH:26][C:16]2=[N:17][CH:18]=[C:19]([CH2:21][NH:22][C:23](=[O:25])[CH3:24])[N:20]=[C:15]2[CH:14]=1. The catalyst class is: 3. (3) Reactant: [F:1][C:2]([F:12])([F:11])[O:3][C:4]1[CH:10]=[CH:9][C:7]([NH2:8])=[CH:6][CH:5]=1.[Cl:13]N1C(=O)CCC1=O. Product: [Cl:13][C:9]1[CH:10]=[C:4]([O:3][C:2]([F:11])([F:12])[F:1])[CH:5]=[CH:6][C:7]=1[NH2:8]. The catalyst class is: 10. (4) Reactant: N(C(OC(C)C)=O)=NC(OC(C)C)=O.[CH3:15][S:16][C:17]1[C:22]([NH:23][C:24](=[O:27])[CH2:25]O)=[C:21]([S:28][CH3:29])[CH:20]=[C:19]([CH3:30])[N:18]=1.I(O)(=O)=O.[N:35]1[C:39]2[CH:40]=[CH:41][CH:42]=[CH:43][C:38]=2[NH:37][C:36]=1[S:44][CH2:45][CH2:46][N:47]1[CH2:52][CH2:51][NH:50][CH2:49][CH2:48]1.C1(P(C2C=CC=CC=2)C2C=CC=CC=2)C=CC=CC=1.Cl. Product: [N:35]1[C:39]2[CH:40]=[CH:41][CH:42]=[CH:43][C:38]=2[NH:37][C:36]=1[S:44][CH2:45][CH2:46][N:47]1[CH2:52][CH2:51][N:50]([CH2:25][C:24]([NH:23][C:22]2[C:17]([S:16][CH3:15])=[N:18][C:19]([CH3:30])=[CH:20][C:21]=2[S:28][CH3:29])=[O:27])[CH2:49][CH2:48]1. The catalyst class is: 288. (5) The catalyst class is: 19. Reactant: [CH3:1][C:2]1[CH:3]=[C:4]([C:9]2[N:10]=[CH:11][C:12]([NH:15][C:16](=[O:32])[C:17]3[CH:22]=[C:21]([N:23]4[CH2:28][CH2:27][CH2:26][CH2:25][CH2:24]4)[CH:20]=[CH:19][C:18]=3[N+:29]([O-])=O)=[N:13][CH:14]=2)[CH:5]=[CH:6][C:7]=1[CH3:8]. Product: [NH2:29][C:18]1[CH:19]=[CH:20][C:21]([N:23]2[CH2:28][CH2:27][CH2:26][CH2:25][CH2:24]2)=[CH:22][C:17]=1[C:16]([NH:15][C:12]1[CH:11]=[N:10][C:9]([C:4]2[CH:5]=[CH:6][C:7]([CH3:8])=[C:2]([CH3:1])[CH:3]=2)=[CH:14][N:13]=1)=[O:32]. (6) Reactant: [C:1]([OH:8])(=[O:7])/[CH:2]=[CH:3]\[C:4]([OH:6])=[O:5].C(=O)([O-])[O-].[Mn+2:13].C(=O)([O-])[O-]. Product: [C:1]([O-:8])(=[O:7])/[CH:2]=[CH:3]\[C:4]([O-:6])=[O:5].[Mn+2:13]. The catalyst class is: 6. (7) Reactant: [CH3:1][O:2][C:3]1[CH:4]=[C:5]2[C:10](=[CH:11][C:12]=1[O:13][CH3:14])[NH:9][CH:8]=[CH:7][C:6]2=[O:15].Br[C:17]1[CH:22]=[CH:21][C:20]([N+:23]([O-:25])=[O:24])=[CH:19][N:18]=1.C(=O)([O-])[O-].[K+].[K+]. Product: [CH3:1][O:2][C:3]1[CH:4]=[C:5]2[C:10](=[CH:11][C:12]=1[O:13][CH3:14])[N:9]=[CH:8][CH:7]=[C:6]2[O:15][C:17]1[CH:22]=[CH:21][C:20]([N+:23]([O-:25])=[O:24])=[CH:19][N:18]=1. The catalyst class is: 42. (8) Reactant: [N+:1]([C:4]1[CH:8]=[CH:7][S:6][C:5]=1[C:9]([NH2:11])=O)([O-:3])=[O:2].C(N(CC)CC)C.FC(F)(F)C(OC(=O)C(F)(F)F)=O. Product: [C:9]([C:5]1[S:6][CH:7]=[CH:8][C:4]=1[N+:1]([O-:3])=[O:2])#[N:11]. The catalyst class is: 4.